From a dataset of Full USPTO retrosynthesis dataset with 1.9M reactions from patents (1976-2016). Predict the reactants needed to synthesize the given product. The reactants are: FC1[C:7]([OH:8])=C(F)C(F)=C(F)C=1F.C(O)=O.C1(N=C=NC2CCCCC2)CCCCC1.[NH2:31][C@H:32]1[CH2:36][CH2:35][N:34]([C:37]([O:39][C:40]([CH3:43])([CH3:42])[CH3:41])=[O:38])[CH2:33]1. Given the product [CH:7]([NH:31][C@H:32]1[CH2:36][CH2:35][N:34]([C:37]([O:39][C:40]([CH3:43])([CH3:42])[CH3:41])=[O:38])[CH2:33]1)=[O:8], predict the reactants needed to synthesize it.